Predict the reaction yield, written as a fraction of the theoretical maximum amount of product (1.0 means a 100% yield; for example, 0.34 means a 34% yield). From a dataset of Reaction yield outcomes from USPTO patents with 853,638 reactions. The product is [CH3:29][O:30][C:31]1[CH:32]=[C:33]([N:39]2[CH2:47][C:46]3[C:41](=[CH:42][CH:43]=[CH:44][C:45]=3[CH2:48][CH2:49][C:50]3[CH:51]=[CH:52][C:53]([C:54]([OH:56])=[O:55])=[CH:58][CH:59]=3)[CH2:40]2)[CH:34]=[C:35]([O:37][CH3:38])[CH:36]=1. The reactants are FC1C=C(C=CC=1)CN1C2C(=CC=CC=2CCC2C=CC(C(O)=O)=CC=2)CC1.[CH3:29][O:30][C:31]1[CH:32]=[C:33]([N:39]2[CH2:47][C:46]3[C:41](=[CH:42][CH:43]=[CH:44][C:45]=3[CH2:48][CH2:49][C:50]3[CH:59]=[CH:58][C:53]([C:54]([O:56]C)=[O:55])=[CH:52][CH:51]=3)[CH2:40]2)[CH:34]=[C:35]([O:37][CH3:38])[CH:36]=1.[Li+].[OH-]. The yield is 0.690. The catalyst is O1CCOCC1.